This data is from Reaction yield outcomes from USPTO patents with 853,638 reactions. The task is: Predict the reaction yield, written as a fraction of the theoretical maximum amount of product (1.0 means a 100% yield; for example, 0.34 means a 34% yield). The reactants are [K].[CH3:2][CH:3]([CH3:5])[O-:4].[K+].Br[C:8]1[CH:9]=[N:10][CH:11]=[C:12]([Br:14])[CH:13]=1. The catalyst is CC(O)C.[Cu]. The product is [Br:14][C:12]1[CH:13]=[C:8]([O:4][CH:3]([CH3:5])[CH3:2])[CH:9]=[N:10][CH:11]=1. The yield is 0.712.